The task is: Predict which catalyst facilitates the given reaction.. This data is from Catalyst prediction with 721,799 reactions and 888 catalyst types from USPTO. (1) Product: [CH3:24][O:23][C:21]1[CH:20]=[C:19]2[C:15]([CH:16]=[CH:17][NH:18]2)=[C:14]([N:11]2[CH2:12][CH2:13][NH:8][CH2:9][CH2:10]2)[CH:22]=1. The catalyst class is: 29. Reactant: C([N:8]1[CH2:13][CH2:12][N:11]([C:14]2[CH:22]=[C:21]([O:23][CH3:24])[CH:20]=[C:19]3[C:15]=2[CH:16]=[CH:17][NH:18]3)[CH2:10][CH2:9]1)C1C=CC=CC=1.C([O-])=O.[NH4+]. (2) Reactant: [Cl:1][C:2]1[C:7]([NH2:8])=[C:6]([CH3:9])[CH:5]=[CH:4][N:3]=1.[C:10](O[C:10]([O:12][C:13]([CH3:16])([CH3:15])[CH3:14])=[O:11])([O:12][C:13]([CH3:16])([CH3:15])[CH3:14])=[O:11].[Na].C[Si](C)(C)N[Si](C)(C)C. Product: [Cl:1][C:2]1[C:7]([NH:8][C:10](=[O:11])[O:12][C:13]([CH3:16])([CH3:15])[CH3:14])=[C:6]([CH3:9])[CH:5]=[CH:4][N:3]=1. The catalyst class is: 1. (3) Reactant: [F:1][CH:2]([F:32])[C:3]1[N:7]([C:8]2[N:13]=[C:12]([N:14]3[CH2:19][CH2:18][O:17][CH2:16][CH2:15]3)[N:11]=[C:10]([NH:20][C@H:21]3[CH2:26][CH2:25][C@H:24]([NH2:27])[CH2:23][CH2:22]3)[CH:9]=2)[C:6]2[CH:28]=[CH:29][CH:30]=[CH:31][C:5]=2[N:4]=1.[C:33]([O:37][C:38]([NH:40][C:41]([CH3:46])([C:43](O)=[O:44])[CH3:42])=[O:39])([CH3:36])([CH3:35])[CH3:34].F[P-](F)(F)(F)(F)F.CN(C(N(C)C)=[N+]1C2C(=NC=CC=2)[N+]([O-])=N1)C.C(N(CC)C(C)C)(C)C. Product: [C:33]([O:37][C:38](=[O:39])[NH:40][C:41]([CH3:46])([CH3:42])[C:43]([NH:27][C@H:24]1[CH2:23][CH2:22][C@H:21]([NH:20][C:10]2[CH:9]=[C:8]([N:7]3[C:6]4[CH:28]=[CH:29][CH:30]=[CH:31][C:5]=4[N:4]=[C:3]3[CH:2]([F:1])[F:32])[N:13]=[C:12]([N:14]3[CH2:15][CH2:16][O:17][CH2:18][CH2:19]3)[N:11]=2)[CH2:26][CH2:25]1)=[O:44])([CH3:36])([CH3:34])[CH3:35]. The catalyst class is: 35. (4) Reactant: [CH:1]([N:4](CC)C(C)C)([CH3:3])[CH3:2].[Cl:10][C:11]1[N:12]=[CH:13][C:14]([C:17]([OH:19])=O)=[N:15][CH:16]=1.F[P-](F)(F)(F)(F)F.N1(O[P+](N(C)C)(N(C)C)N(C)C)C2C=CC=CC=2N=N1.CC(N)C.C([O-])(O)=O.[Na+]. Product: [Cl:10][C:11]1[N:12]=[CH:13][C:14]([C:17]([NH:4][CH:1]([CH3:3])[CH3:2])=[O:19])=[N:15][CH:16]=1. The catalyst class is: 2. (5) Reactant: [CH:1]1([CH2:7][CH2:8][CH2:9][C@@H:10]([C:19]2[O:23][N:22]=[C:21]([CH2:24]OS(C3C=CC(C)=CC=3)(=O)=O)[N:20]=2)[CH2:11][C:12]([O:14][C:15]([CH3:18])([CH3:17])[CH3:16])=[O:13])[CH2:6][CH2:5][CH2:4][CH2:3][CH2:2]1.[CH3:36][NH2:37]. Product: [CH:1]1([CH2:7][CH2:8][CH2:9][C@@H:10]([C:19]2[O:23][N:22]=[C:21]([CH2:24][NH:37][CH3:36])[N:20]=2)[CH2:11][C:12]([O:14][C:15]([CH3:18])([CH3:17])[CH3:16])=[O:13])[CH2:6][CH2:5][CH2:4][CH2:3][CH2:2]1. The catalyst class is: 49. (6) Reactant: [ClH:1].Cl.[CH2:3]([N:10]1[CH2:15][CH2:14][N:13]([CH2:16][C:17]([C:19]2[CH:24]=[CH:23][C:22]([N+:25]([O-])=O)=[CH:21][CH:20]=2)=[O:18])[CH2:12][CH2:11]1)[C:4]1[CH:9]=[CH:8][CH:7]=[CH:6][CH:5]=1. Product: [ClH:1].[ClH:1].[ClH:1].[CH2:3]([N:10]1[CH2:11][CH2:12][N:13]([CH2:16][C:17]([C:19]2[CH:20]=[CH:21][C:22]([NH2:25])=[CH:23][CH:24]=2)=[O:18])[CH2:14][CH2:15]1)[C:4]1[CH:5]=[CH:6][CH:7]=[CH:8][CH:9]=1. The catalyst class is: 292. (7) Reactant: NN.[Cl:3][C:4]1[CH:5]=[C:6]([S:12]([N:15]([CH3:22])[CH2:16][C:17]([O:19][CH2:20][CH3:21])=[O:18])(=[O:14])=[O:13])[CH:7]=[N:8][C:9]=1[NH:10][NH2:11].[N:23]([CH:26]1[C:32]2[CH:33]=[CH:34][CH:35]=[CH:36][C:31]=2[CH2:30][CH2:29][C:28]2[CH:37]=[CH:38][CH:39]=[CH:40][C:27]1=2)=[C:24]=[S:25].N1C=CC=CC=1. Product: [Cl:3][C:4]1[CH:5]=[C:6]([S:12]([N:15]([CH3:22])[CH2:16][C:17]([O:19][CH2:20][CH3:21])=[O:18])(=[O:14])=[O:13])[CH:7]=[N:8][C:9]=1[NH:10][NH:11][C:24]([NH:23][CH:26]1[C:27]2[CH:40]=[CH:39][CH:38]=[CH:37][C:28]=2[CH2:29][CH2:30][C:31]2[CH:36]=[CH:35][CH:34]=[CH:33][C:32]1=2)=[S:25]. The catalyst class is: 44. (8) Reactant: [OH:1][CH2:2][CH:3]([NH:8][S:9]([C:12]1[CH:17]=[CH:16][C:15]([N+:18]([O-:20])=[O:19])=[CH:14][CH:13]=1)(=[O:11])=[O:10])[C:4]([O:6][CH3:7])=[O:5].Br[CH2:22][C:23]([O:25][CH2:26][CH3:27])=[O:24].O.C([O-])(=O)C. Product: [CH2:26]([O:25][C:23]([CH2:22][N:8]([S:9]([C:12]1[CH:17]=[CH:16][C:15]([N+:18]([O-:20])=[O:19])=[CH:14][CH:13]=1)(=[O:10])=[O:11])[CH:3]([CH2:2][OH:1])[C:4]([O:6][CH3:7])=[O:5])=[O:24])[CH3:27]. The catalyst class is: 3. (9) Reactant: CC(OI1(OC(C)=O)(OC(C)=O)OC(=O)C2C=CC=CC1=2)=O.[C:23]([C:27]1[CH:32]=[CH:31][C:30]([C:33]2[NH:34][C:35](=[O:44])[C:36]3[N:37]([N:39]=[C:40]([CH2:42][OH:43])[CH:41]=3)[CH:38]=2)=[CH:29][CH:28]=1)([CH3:26])([CH3:25])[CH3:24]. Product: [C:23]([C:27]1[CH:28]=[CH:29][C:30]([C:33]2[NH:34][C:35](=[O:44])[C:36]3[N:37]([N:39]=[C:40]([CH:42]=[O:43])[CH:41]=3)[CH:38]=2)=[CH:31][CH:32]=1)([CH3:26])([CH3:24])[CH3:25]. The catalyst class is: 139. (10) Reactant: N(C(OCC)=O)=NC(OCC)=O.C1(P(C2C=CC=CC=2)C2C=CC=CC=2)C=CC=CC=1.[Cl:32][C:33]1[CH:38]=[CH:37][C:36]([C:39]2[CH:40]=[C:41]([C:53]([O:55][CH3:56])=[O:54])[C:42]3[NH:43][C:44]4[CH:45]=[C:46]([OH:52])[CH:47]=[CH:48][C:49]=4[C:50]=3[N:51]=2)=[CH:35][CH:34]=1.[O:57]1[CH2:62][CH2:61][N:60]([CH2:63][CH2:64][CH2:65]O)[CH2:59][CH2:58]1. Product: [Cl:32][C:33]1[CH:34]=[CH:35][C:36]([C:39]2[CH:40]=[C:41]([C:53]([O:55][CH3:56])=[O:54])[C:42]3[NH:43][C:44]4[CH:45]=[C:46]([O:52][CH2:65][CH2:64][CH2:63][N:60]5[CH2:61][CH2:62][O:57][CH2:58][CH2:59]5)[CH:47]=[CH:48][C:49]=4[C:50]=3[N:51]=2)=[CH:37][CH:38]=1. The catalyst class is: 1.